Task: Predict the reaction yield, written as a fraction of the theoretical maximum amount of product (1.0 means a 100% yield; for example, 0.34 means a 34% yield).. Dataset: Reaction yield outcomes from USPTO patents with 853,638 reactions (1) The reactants are [CH2:1]([O:3][C:4](=[O:24])[C:5]1[C:17]([F:18])=[C:16]([NH:19][S:20]([CH3:23])(=[O:22])=[O:21])[CH:15]=[C:7]([C:8]([N:10]([CH3:14])[CH2:11][CH2:12][CH3:13])=[O:9])[CH:6]=1)[CH3:2].[C:25](=O)([O-])[O-].[K+].[K+].IC. The catalyst is CN(C=O)C.[Br-].C([N+](CCCC)(CCCC)CCCC)CCC. The product is [CH2:1]([O:3][C:4](=[O:24])[C:5]1[C:17]([F:18])=[C:16]([N:19]([S:20]([CH3:23])(=[O:21])=[O:22])[CH3:25])[CH:15]=[C:7]([C:8]([N:10]([CH3:14])[CH2:11][CH2:12][CH3:13])=[O:9])[CH:6]=1)[CH3:2]. The yield is 0.670. (2) The reactants are [N:1]([CH2:4][C@H:5]([CH:19]1[CH2:21][CH2:20]1)[C@@H:6]([OH:18])[C@H:7]([NH:10][C:11](=[O:17])[O:12][C:13]([CH3:16])([CH3:15])[CH3:14])[CH2:8][OH:9])=[N+:2]=[N-:3].[C:22]1([CH3:32])[CH:27]=[CH:26][C:25]([S:28](Cl)(=[O:30])=[O:29])=[CH:24][CH:23]=1. The catalyst is N1C=CC=CC=1.CN(C)C1C=CN=CC=1.CCOC(C)=O.O. The product is [CH3:32][C:22]1[CH:27]=[CH:26][C:25]([S:28]([O:9][CH2:8][C@@H:7]([NH:10][C:11]([O:12][C:13]([CH3:16])([CH3:15])[CH3:14])=[O:17])[C@H:6]([OH:18])[C@@H:5]([CH:19]2[CH2:20][CH2:21]2)[CH2:4][N:1]=[N+:2]=[N-:3])(=[O:30])=[O:29])=[CH:24][CH:23]=1. The yield is 0.770.